This data is from Catalyst prediction with 721,799 reactions and 888 catalyst types from USPTO. The task is: Predict which catalyst facilitates the given reaction. (1) Reactant: [CH2:1]([O:8][C:9]([N:11]1[CH2:14][CH:13]([C:15](O)=O)[CH2:12]1)=[O:10])[C:2]1[CH:7]=[CH:6][CH:5]=[CH:4][CH:3]=1.[CH3:18][NH:19][C:20]1[C:21]([NH2:26])=[CH:22][CH:23]=[CH:24][CH:25]=1.C(Cl)CCl.C1C=NC2N(O)N=NC=2C=1.CCN(C(C)C)C(C)C. Product: [CH3:18][N:19]1[C:20]2[CH:25]=[CH:24][CH:23]=[CH:22][C:21]=2[N:26]=[C:15]1[CH:13]1[CH2:14][N:11]([C:9]([O:8][CH2:1][C:2]2[CH:7]=[CH:6][CH:5]=[CH:4][CH:3]=2)=[O:10])[CH2:12]1. The catalyst class is: 1. (2) The catalyst class is: 13. Product: [CH3:6][N:3]([CH3:1])[CH2:4][CH:5]=[CH:27][C:28]1[CH:21]=[CH:20][C:15]([C:17]([O:19][CH3:8])=[O:18])=[CH:14][CH:13]=1. Reactant: [CH2:1]([N:3]([CH2:6]C)[CH2:4][CH3:5])C.[CH3:8]S(Cl)(=O)=O.[C:13](O)(=O)[CH2:14][C:15]([CH2:20][C:21](O)=O)([C:17]([OH:19])=[O:18])O.O1CC[CH2:28][CH2:27]1.